Predict the reactants needed to synthesize the given product. From a dataset of Full USPTO retrosynthesis dataset with 1.9M reactions from patents (1976-2016). (1) Given the product [CH3:55][CH2:56][CH2:57][CH2:58][CH2:59][CH2:60][CH2:61][CH2:62][CH2:53][CH2:52][CH2:40][CH2:41][CH2:42][CH2:43][CH2:44][C:45]([O:22][C@H:17]1[C@@H:18]([S:20][CH3:21])[O:19][C@@H:14]([CH:13]([NH:12][C:10]([C@H:6]2[N:7]([CH3:9])[CH2:8][C@H:4]([CH2:3][CH2:2][CH3:1])[CH2:5]2)=[O:11])[C@@H:25]([Cl:27])[CH3:26])[C@H:15]([OH:24])[C@@H:16]1[OH:23])=[O:46], predict the reactants needed to synthesize it. The reactants are: [CH3:1][CH2:2][CH2:3][C@H:4]1[CH2:8][N:7]([CH3:9])[C@H:6]([C:10]([NH:12][C@H:13]([C@@H:25]([Cl:27])[CH3:26])[C@H:14]2[O:19][C@H:18]([S:20][CH3:21])[C@H:17]([OH:22])[C@@H:16]([OH:23])[C@H:15]2[OH:24])=[O:11])[CH2:5]1.CCC[C@H]1CN(C)[C@H](C(N[C@H:40]([C@@H:52](Cl)[CH3:53])[C@H:41]2[O:46][C@H:45](SC)[C@H:44](O)[C@@H:43](O)[C@H:42]2O)=O)C1.[C:55]([O-])(=O)[CH2:56][CH2:57][CH2:58][CH2:59][CH2:60][CH2:61][CH2:62]CC=C. (2) Given the product [CH2:1]([C:5]1[CH:12]=[CH:11][C:8]([CH:9]=[N:23][OH:24])=[CH:7][CH:6]=1)[CH:2]([CH3:4])[CH3:3], predict the reactants needed to synthesize it. The reactants are: [CH2:1]([C:5]1[CH:12]=[CH:11][C:8]([CH:9]=O)=[CH:7][CH:6]=1)[CH:2]([CH3:4])[CH3:3].C(O)C.N1C=CC=CC=1.Cl.[NH2:23][OH:24]. (3) Given the product [CH3:24][O:25][C:26]1[CH:27]=[C:28]([C:10]([C:14]2[CH:19]=[CH:18][C:17]([O:20][CH3:21])=[C:16]([O:22][CH3:23])[CH:15]=2)=[CH:11][C:12]#[N:13])[CH:29]=[CH:30][C:31]=1[N+:32]([O-:34])=[O:33], predict the reactants needed to synthesize it. The reactants are: NC1C=C([C:10]([C:14]2[CH:19]=[CH:18][C:17]([O:20][CH3:21])=[C:16]([O:22][CH3:23])[CH:15]=2)=[CH:11][C:12]#[N:13])C=CC=1OC.[CH3:24][O:25][C:26]1[CH:27]=[C:28](C(C2C=CC(OC)=C(OC)C=2)=O)[CH:29]=[CH:30][C:31]=1[N+:32]([O-:34])=[O:33].C[Si]([N-][Si](C)(C)C)(C)C.[Li+]. (4) Given the product [C:1]([O:5][C:6]([NH:8][CH2:9][C:10]1[CH:11]=[CH:12][C:13]([CH:20]([F:21])[F:22])=[C:14]([CH:19]=1)[C:15]([OH:17])=[O:16])=[O:7])([CH3:4])([CH3:2])[CH3:3], predict the reactants needed to synthesize it. The reactants are: [C:1]([O:5][C:6]([NH:8][CH2:9][C:10]1[CH:11]=[CH:12][C:13]([CH:20]([F:22])[F:21])=[C:14]([CH:19]=1)[C:15]([O:17]C)=[O:16])=[O:7])([CH3:4])([CH3:3])[CH3:2].[OH-].[Na+]. (5) Given the product [CH3:1][O:2][C:3]([C:4]1[CH:9]=[C:8]2[C:7](=[CH:6][C:5]=1[NH2:18])[NH:15][CH:11]=[CH:10]2)=[O:21], predict the reactants needed to synthesize it. The reactants are: [CH3:1][O:2][C:3](=[O:21])[C:4]1[CH:9]=[C:8]([CH:10]=[CH:11]N(C)C)[C:7]([N+:15]([O-])=O)=[CH:6][C:5]=1[N+:18]([O-])=O. (6) Given the product [CH2:8]([O:7][C:5]([C:4]1[CH:3]=[C:2]([CH:18]([OH:19])[C@@H:20]2[CH2:25][CH2:24][CH2:23][CH2:22][N:21]2[C:26]([O:28][C:29]([CH3:31])([CH3:30])[CH3:32])=[O:27])[CH:12]=[CH:11][CH:10]=1)=[O:6])[CH3:9], predict the reactants needed to synthesize it. The reactants are: I[C:2]1[CH:3]=[C:4]([CH:10]=[CH:11][CH:12]=1)[C:5]([O:7][CH2:8][CH3:9])=[O:6].C([Mg]Br)(C)C.[CH:18]([C@@H:20]1[CH2:25][CH2:24][CH2:23][CH2:22][N:21]1[C:26]([O:28][C:29]([CH3:32])([CH3:31])[CH3:30])=[O:27])=[O:19].[Cl-].[NH4+]. (7) The reactants are: [CH3:1][O:2][C:3](=[O:22])[CH2:4][C:5]1[CH:10]=[C:9]([O:11][CH2:12][C:13]2[CH:18]=[CH:17][C:16]([F:19])=[CH:15][CH:14]=2)[CH:8]=[CH:7][C:6]=1[CH2:20][OH:21]. Given the product [CH3:1][O:2][C:3](=[O:22])[CH2:4][C:5]1[CH:10]=[C:9]([O:11][CH2:12][C:13]2[CH:18]=[CH:17][C:16]([F:19])=[CH:15][CH:14]=2)[CH:8]=[CH:7][C:6]=1[CH:20]=[O:21], predict the reactants needed to synthesize it.